This data is from Reaction yield outcomes from USPTO patents with 853,638 reactions. The task is: Predict the reaction yield, written as a fraction of the theoretical maximum amount of product (1.0 means a 100% yield; for example, 0.34 means a 34% yield). The reactants are [CH:1]([N:4]1[C:8]([CH:9]2[CH2:14][CH2:13][N:12]([CH:15]3[CH2:18][O:17][CH2:16]3)[CH2:11][CH2:10]2)=[CH:7][C:6]([C:19]2[CH:20]=[C:21]3[C:27]([CH3:29])([CH3:28])[C:26](=O)[NH:25][C:22]3=[N:23][CH:24]=2)=[N:5]1)([CH3:3])[CH3:2].[H-].[Al+3].[Li+].[H-].[H-].[H-]. The catalyst is O1CCCC1. The product is [CH:1]([N:4]1[C:8]([CH:9]2[CH2:14][CH2:13][N:12]([CH:15]3[CH2:16][O:17][CH2:18]3)[CH2:11][CH2:10]2)=[CH:7][C:6]([C:19]2[CH:20]=[C:21]3[C:27]([CH3:29])([CH3:28])[CH2:26][NH:25][C:22]3=[N:23][CH:24]=2)=[N:5]1)([CH3:3])[CH3:2]. The yield is 0.360.